Task: Predict which catalyst facilitates the given reaction.. Dataset: Catalyst prediction with 721,799 reactions and 888 catalyst types from USPTO (1) Reactant: [NH2:1][C:2]1[CH:11]=[CH:10][C:5]([C:6]([O:8][CH3:9])=[O:7])=[C:4]([O:12][CH2:13][CH:14]2[CH2:16][CH2:15]2)[CH:3]=1.N1C=CC=CC=1.[CH3:23][S:24](Cl)(=[O:26])=[O:25].Cl. Product: [CH:14]1([CH2:13][O:12][C:4]2[CH:3]=[C:2]([NH:1][S:24]([CH3:23])(=[O:26])=[O:25])[CH:11]=[CH:10][C:5]=2[C:6]([O:8][CH3:9])=[O:7])[CH2:16][CH2:15]1. The catalyst class is: 2. (2) Reactant: [S:1]1[C:5]([C:6](O)=[O:7])=[CH:4][C:3]2[CH2:9][CH2:10][CH2:11][C:2]1=2.[H-].[Al+3].[Li+].[H-].[H-].[H-].O.Cl. Product: [S:1]1[C:5]([CH2:6][OH:7])=[CH:4][C:3]2[CH2:9][CH2:10][CH2:11][C:2]1=2. The catalyst class is: 27. (3) Reactant: [C:1]1([C@@H:7]([NH:9][C:10]([C:12]2[C:21]3[C:16](=[CH:17][CH:18]=[CH:19][CH:20]=3)[N:15]=[C:14]([C:22]3[CH:27]=[CH:26][CH:25]=[CH:24][CH:23]=3)[C:13]=2[CH2:28][N:29]2[CH2:34][CH2:33][NH:32][CH2:31][CH2:30]2)=[O:11])[CH3:8])[CH:6]=[CH:5][CH:4]=[CH:3][CH:2]=1.[C:35]([O:40][Si](C)(C)C)(=[O:39])[C:36]([CH3:38])=[CH2:37].CO. Product: [CH3:37][CH:36]([CH2:38][N:32]1[CH2:31][CH2:30][N:29]([CH2:28][C:13]2[C:14]([C:22]3[CH:23]=[CH:24][CH:25]=[CH:26][CH:27]=3)=[N:15][C:16]3[C:21]([C:12]=2[C:10](=[O:11])[NH:9][C@H:7]([C:1]2[CH:2]=[CH:3][CH:4]=[CH:5][CH:6]=2)[CH3:8])=[CH:20][CH:19]=[CH:18][CH:17]=3)[CH2:34][CH2:33]1)[C:35]([OH:40])=[O:39]. The catalyst class is: 22. (4) The catalyst class is: 132. Product: [OH:1][C:2]([C:5]([OH:8])([CH3:7])[CH3:6])([CH3:4])[CH3:3].[C:20]([O:24][C:25]([NH:9][CH2:10][C:11]1[N:16]=[CH:15][C:14]([B:17]([O-:19])[O-:18])=[CH:13][CH:12]=1)=[O:26])([CH3:23])([CH3:22])[CH3:21]. Reactant: [OH:1][C:2]([C:5]([OH:8])([CH3:7])[CH3:6])([CH3:4])[CH3:3].[NH2:9][CH2:10][C:11]1[N:16]=[CH:15][C:14]([B:17]([O-:19])[O-:18])=[CH:13][CH:12]=1.[C:20]([O:24][C:25](O[C:25]([O:24][C:20]([CH3:23])([CH3:22])[CH3:21])=[O:26])=[O:26])([CH3:23])([CH3:22])[CH3:21].C(N(CC)C(C)C)(C)C. (5) Reactant: [P:1]([O:25]CC1C=CC=CC=1)([O:17]CC1C=CC=CC=1)([O:3][CH2:4][CH2:5][CH2:6][C:7]([O:9][N:10]1[C:14](=[O:15])[CH2:13][CH2:12][C:11]1=[O:16])=[O:8])=[O:2].[H][H]. Product: [P:1]([OH:25])([OH:17])([O:3][CH2:4][CH2:5][CH2:6][C:7]([O:9][N:10]1[C:14](=[O:15])[CH2:13][CH2:12][C:11]1=[O:16])=[O:8])=[O:2]. The catalyst class is: 29. (6) Reactant: Cl.[I:2][C:3]1[CH:8]=[CH:7][C:6]([CH2:9][NH2:10])=[CH:5][CH:4]=1.C(N(C(C)C)CC)(C)C.[C:20](O[C:20]([O:22][C:23]([CH3:26])([CH3:25])[CH3:24])=[O:21])([O:22][C:23]([CH3:26])([CH3:25])[CH3:24])=[O:21]. Product: [I:2][C:3]1[CH:8]=[CH:7][C:6]([CH2:9][NH:10][C:20](=[O:21])[O:22][C:23]([CH3:26])([CH3:25])[CH3:24])=[CH:5][CH:4]=1. The catalyst class is: 4.